Predict the product of the given reaction. From a dataset of Forward reaction prediction with 1.9M reactions from USPTO patents (1976-2016). (1) Given the reactants [NH2:1][C:2]1[N:7]=[C:6]([C:8]#[N:9])[C:5]([C:10]2[CH:15]=[CH:14][C:13](B3OC(C)(C)C(C)(C)O3)=[CH:12][C:11]=2[F:25])=[N:4][CH:3]=1.Br[C:27]1[CH:39]=[CH:38][C:37]([C:40]([F:43])([F:42])[F:41])=[CH:36][C:28]=1[O:29][C:30]1[N:35]=[CH:34][CH:33]=[CH:32][N:31]=1, predict the reaction product. The product is: [NH2:1][C:2]1[N:7]=[C:6]([C:8]#[N:9])[C:5]([C:10]2[CH:15]=[CH:14][C:13]([C:27]3[CH:39]=[CH:38][C:37]([C:40]([F:42])([F:43])[F:41])=[CH:36][C:28]=3[O:29][C:30]3[N:31]=[CH:32][CH:33]=[CH:34][N:35]=3)=[CH:12][C:11]=2[F:25])=[N:4][CH:3]=1. (2) Given the reactants [C:1]([O:4][CH2:5][C:6]([CH3:36])([CH3:35])[CH2:7][N:8]1[C:14]2[CH:15]=[CH:16][C:17]([Cl:19])=[CH:18][C:13]=2[C@@H:12]([C:20]2[CH:25]=[CH:24][CH:23]=[C:22]([O:26][CH3:27])[C:21]=2[O:28][CH3:29])[O:11][C@H:10]([CH2:30][C:31](O)=[O:32])[C:9]1=[O:34])(=[O:3])[CH3:2].C(N(CC)CC)C.ClC(OCC(C)C)=O.Cl.[NH2:53][C:54]1[CH:55]=[C:56]([CH2:62][C:63]([O:65][CH2:66][CH3:67])=[O:64])[CH:57]=[CH:58][C:59]=1[O:60][CH3:61].N1C=CC=CC=1.Cl, predict the reaction product. The product is: [Cl:19][C:17]1[CH:16]=[CH:15][C:14]2[N:8]([CH2:7][C:6]([CH3:36])([CH3:35])[CH2:5][O:4][C:1](=[O:3])[CH3:2])[C:9](=[O:34])[C@@H:10]([CH2:30][C:31]([NH:53][C:54]3[CH:55]=[C:56]([CH2:62][C:63]([O:65][CH2:66][CH3:67])=[O:64])[CH:57]=[CH:58][C:59]=3[O:60][CH3:61])=[O:32])[O:11][C@H:12]([C:20]3[CH:25]=[CH:24][CH:23]=[C:22]([O:26][CH3:27])[C:21]=3[O:28][CH3:29])[C:13]=2[CH:18]=1. (3) Given the reactants [CH3:1][O:2][C:3]1[CH:10]=[CH:9][C:6]([CH:7]=O)=[C:5]([CH3:11])[CH:4]=1.C(O)(=O)[CH2:13][C:14]([OH:16])=[O:15].N1CCCCC1, predict the reaction product. The product is: [CH3:1][O:2][C:3]1[CH:10]=[CH:9][C:6](/[CH:7]=[CH:13]/[C:14]([OH:16])=[O:15])=[C:5]([CH3:11])[CH:4]=1. (4) Given the reactants [C:1]1([C:7]2[CH:12]=[CH:11][C:10]([CH2:13][CH2:14][C:15]([OH:17])=O)=[CH:9][CH:8]=2)[CH:6]=[CH:5][CH:4]=[CH:3][CH:2]=1.CCN(CC)CC.CN(C(ON1N=NC2C=CC=CC1=2)=[N+](C)C)C.[B-](F)(F)(F)F.C([O-])(=O)C.[O:51]=[C:52]1[C@@H:55]([NH3+:56])[CH2:54][NH:53]1, predict the reaction product. The product is: [C:1]1([C:7]2[CH:8]=[CH:9][C:10]([CH2:13][CH2:14][C:15]([NH:56][C@H:55]3[CH2:54][NH:53][C:52]3=[O:51])=[O:17])=[CH:11][CH:12]=2)[CH:2]=[CH:3][CH:4]=[CH:5][CH:6]=1. (5) The product is: [OH:1][CH2:2][CH2:3][NH:4][S:5]([C:8]1[CH:13]=[CH:12][C:11]([C:18]2[CH:23]=[CH:22][C:21]([O:24][CH2:25][CH:26]3[CH2:31][CH2:30][N:29]([C:32]4[O:36][N:35]=[C:34]([CH:37]([CH3:39])[CH3:38])[N:33]=4)[CH2:28][CH2:27]3)=[CH:20][N:19]=2)=[CH:10][CH:9]=1)(=[O:7])=[O:6]. Given the reactants [OH:1][CH2:2][CH2:3][NH:4][S:5]([C:8]1[CH:13]=[CH:12][C:11](B(O)O)=[CH:10][CH:9]=1)(=[O:7])=[O:6].Br[C:18]1[CH:23]=[CH:22][C:21]([O:24][CH2:25][CH:26]2[CH2:31][CH2:30][N:29]([C:32]3[O:36][N:35]=[C:34]([CH:37]([CH3:39])[CH3:38])[N:33]=3)[CH2:28][CH2:27]2)=[CH:20][N:19]=1.C([O-])([O-])=O.[Na+].[Na+], predict the reaction product.